The task is: Predict the reactants needed to synthesize the given product.. This data is from Full USPTO retrosynthesis dataset with 1.9M reactions from patents (1976-2016). (1) Given the product [CH3:8][C:9]1[CH:14]=[CH:13][C:12]([S:15]([O:19][CH2:20][CH2:21][CH2:22][CH:23]([C:53]([O:55][C:56]([CH3:59])([CH3:58])[CH3:57])=[O:54])[CH2:24][C@@H:25]([C:46]([O:48][C:49]([CH3:51])([CH3:52])[CH3:50])=[O:47])[NH:26][C:27]([C:28]2[CH:33]=[CH:32][CH:31]=[CH:30][CH:29]=2)([C:40]2[CH:45]=[CH:44][CH:43]=[CH:42][CH:41]=2)[C:34]2[CH:35]=[CH:36][CH:37]=[CH:38][CH:39]=2)(=[O:17])=[O:16])=[CH:11][CH:10]=1, predict the reactants needed to synthesize it. The reactants are: C(N(CC)CC)C.[CH3:8][C:9]1[CH:14]=[CH:13][C:12]([S:15](Cl)(=[O:17])=[O:16])=[CH:11][CH:10]=1.[OH:19][CH2:20][CH2:21][CH2:22][CH:23]([C:53]([O:55][C:56]([CH3:59])([CH3:58])[CH3:57])=[O:54])[CH2:24][C@@H:25]([C:46]([O:48][C:49]([CH3:52])([CH3:51])[CH3:50])=[O:47])[NH:26][C:27]([C:40]1[CH:45]=[CH:44][CH:43]=[CH:42][CH:41]=1)([C:34]1[CH:39]=[CH:38][CH:37]=[CH:36][CH:35]=1)[C:28]1[CH:33]=[CH:32][CH:31]=[CH:30][CH:29]=1. (2) Given the product [N:30]([CH:2]1[CH2:3][CH2:4][CH:5]([CH3:8])[CH2:6][CH2:7]1)=[C:33]=[O:18], predict the reactants needed to synthesize it. The reactants are: C[CH:2]1[CH2:7][CH2:6][CH:5]([C:8](O)=O)[CH2:4][CH2:3]1.C1(P(N=[N+]=[N-])(C2C=CC=CC=2)=[O:18])C=CC=CC=1.C([N:30]([CH2:33]C)CC)C. (3) Given the product [O:40]=[C:39]1[C:38]2[C:33](=[CH:34][CH:35]=[CH:36][CH:37]=2)[C:32](=[O:41])[N:31]1[CH2:30][CH2:29][CH2:28][N:26]1[CH:27]=[C:23]([CH:22]=[O:21])[N:24]=[N:25]1, predict the reactants needed to synthesize it. The reactants are: BrCCCN1C(=O)C2=CC=CC=C2C1=O.[N-]=[N+]=[N-].[Na+].[Al].[OH:21][CH2:22][C:23]1[N:24]=[N:25][N:26]([CH2:28][CH2:29][CH2:30][N:31]2[C:39](=[O:40])[C:38]3[C:33](=[CH:34][CH:35]=[CH:36][CH:37]=3)[C:32]2=[O:41])[CH:27]=1.N(CCCN1C(=O)C2C(=CC=CC=2)C1=O)=[N+]=[N-]. (4) Given the product [OH:21][C:18]([C:5]1[N:4]=[C:3]([C:22]([NH2:24])=[O:23])[C:2]([NH:36][C:35]2[CH:34]=[CH:33][C:32]([N:29]3[CH2:28][CH2:27][N:26]([CH3:25])[CH2:31][CH2:30]3)=[CH:38][CH:37]=2)=[N:7][C:6]=1[O:8][C:9]1[CH:14]=[CH:13][CH:12]=[C:11]([N+:15]([O-:17])=[O:16])[CH:10]=1)([CH3:20])[CH3:19], predict the reactants needed to synthesize it. The reactants are: Cl[C:2]1[C:3]([C:22]([NH2:24])=[O:23])=[N:4][C:5]([C:18]([OH:21])([CH3:20])[CH3:19])=[C:6]([O:8][C:9]2[CH:14]=[CH:13][CH:12]=[C:11]([N+:15]([O-:17])=[O:16])[CH:10]=2)[N:7]=1.[CH3:25][N:26]1[CH2:31][CH2:30][N:29]([C:32]2[CH:38]=[CH:37][C:35]([NH2:36])=[CH:34][CH:33]=2)[CH2:28][CH2:27]1.C1(P(C2CCCCC2)C2C=CC=CC=2C2C(C(C)C)=CC(C(C)C)=CC=2C(C)C)CCCCC1.C(=O)([O-])[O-].[K+].[K+]. (5) Given the product [CH2:32]([N:2]1[CH2:7][CH2:6][CH2:5][CH:4]([C:8]([N:10]2[CH2:15][CH2:14][N:13]([C:16]3[CH:21]=[CH:20][CH:19]=[C:18]([C:22]([F:25])([F:23])[F:24])[CH:17]=3)[CH2:12][CH2:11]2)=[O:9])[CH2:3]1)[CH3:33], predict the reactants needed to synthesize it. The reactants are: Cl.[NH:2]1[CH2:7][CH2:6][CH2:5][CH:4]([C:8]([N:10]2[CH2:15][CH2:14][N:13]([C:16]3[CH:21]=[CH:20][CH:19]=[C:18]([C:22]([F:25])([F:24])[F:23])[CH:17]=3)[CH2:12][CH2:11]2)=[O:9])[CH2:3]1.C(=O)([O-])[O-].[K+].[K+].[CH2:32](Br)[CH3:33].